Dataset: Reaction yield outcomes from USPTO patents with 853,638 reactions. Task: Predict the reaction yield, written as a fraction of the theoretical maximum amount of product (1.0 means a 100% yield; for example, 0.34 means a 34% yield). (1) The product is [CH:8]([C:11]1[CH:16]=[CH:15][C:14]([CH:17]2[C:21]3([CH2:22][CH2:23][N:24]([CH3:27])[CH2:25][CH2:26]3)[O:20][C:19]3[C:28]([CH3:34])=[C:29]([CH3:33])[C:30]([NH2:6])=[C:31]([CH3:32])[C:18]2=3)=[CH:13][CH:12]=1)([CH3:10])[CH3:9]. The reactants are [B-](F)(F)(F)F.[N:6]#[O+].[CH:8]([C:11]1[CH:16]=[CH:15][C:14]([CH:17]2[C:21]3([CH2:26][CH2:25][N:24]([CH3:27])[CH2:23][CH2:22]3)[O:20][C:19]3[C:28]([CH3:34])=[C:29]([CH3:33])[CH:30]=[C:31]([CH3:32])[C:18]2=3)=[CH:13][CH:12]=1)([CH3:10])[CH3:9].[OH-].[Na+]. The yield is 0.830. The catalyst is C(#N)C. (2) The reactants are [Cl:1][C:2]1[C:7]([Cl:8])=[CH:6][CH:5]=[CH:4][C:3]=1[C:9]1[CH:10]=[C:11]2[C:16]3=[C:17]([C@H:19]4[CH2:24][NH:23][CH2:22][CH2:21][C@H:20]4[N:15]3[CH2:14][CH2:13][CH2:12]2)[CH:18]=1.[CH:25](N(CC)C(C)C)([CH3:27])[CH3:26].BrCCC. The catalyst is O1CCOCC1. The product is [Cl:1][C:2]1[C:7]([Cl:8])=[CH:6][CH:5]=[CH:4][C:3]=1[C:9]1[CH:10]=[C:11]2[C:16]3=[C:17]([C@H:19]4[CH2:24][N:23]([CH2:26][CH2:25][CH3:27])[CH2:22][CH2:21][C@H:20]4[N:15]3[CH2:14][CH2:13][CH2:12]2)[CH:18]=1. The yield is 0.820.